From a dataset of Full USPTO retrosynthesis dataset with 1.9M reactions from patents (1976-2016). Predict the reactants needed to synthesize the given product. (1) Given the product [CH2:3]([C:18]12[CH2:22][CH2:21][CH2:20][N:19]1[CH:15]([C:14]([Cl:13])([Cl:24])[Cl:25])[O:16][C:17]2=[O:23])[CH:1]=[CH2:2], predict the reactants needed to synthesize it. The reactants are: [CH:1](NC(C)C)([CH3:3])[CH3:2].C([Li])CCC.[Cl:13][C:14]([Cl:25])([Cl:24])[CH:15]1[N:19]2[CH2:20][CH2:21][CH2:22][CH:18]2[C:17](=[O:23])[O:16]1.C(Br)C=C.[Cl-].[NH4+]. (2) Given the product [CH3:9][C:10]1[C:15]([OH:16])=[N:7][C:6]2[N:2]([N:3]=[CH:4][CH:5]=2)[C:11]=1[OH:12], predict the reactants needed to synthesize it. The reactants are: [Na].[NH:2]1[C:6]([NH2:7])=[CH:5][CH:4]=[N:3]1.C[CH2:9][CH:10]([C:15](OCC)=[O:16])[C:11](OC)=[O:12]. (3) Given the product [Cl:15][C:9]1[CH:8]=[C:7]2[C:12](=[CH:11][CH:10]=1)[N:4]([CH2:1][CH3:2])[C:5](=[O:14])[C:6]2=[O:13], predict the reactants needed to synthesize it. The reactants are: [CH2:1]([N:4]1[C:12]2[C:7](=[CH:8][CH:9]=[CH:10][CH:11]=2)[C:6](=[O:13])[C:5]1=[O:14])[CH2:2]C.[Cl:15]C1C=C2C(=CC=1)NC(=O)C2=O.C(Br)C. (4) Given the product [Cl:1][C:2]1[CH:7]=[CH:6][C:5]([Cl:8])=[CH:4][C:3]=1[NH:9][C:10]1[N:15]2[N:16]=[CH:17][C:18]([S:19]([NH:22][C:39](=[O:42])[CH2:40][CH3:41])(=[O:20])=[O:21])=[C:14]2[N:13]=[CH:12][C:11]=1[C:23]([N:25]1[CH2:30][CH2:29][C:28]2([C:38]3[C:33](=[CH:34][CH:35]=[CH:36][CH:37]=3)[CH2:32][O:31]2)[CH2:27][CH2:26]1)=[O:24], predict the reactants needed to synthesize it. The reactants are: [Cl:1][C:2]1[CH:7]=[CH:6][C:5]([Cl:8])=[CH:4][C:3]=1[NH:9][C:10]1[N:15]2[N:16]=[CH:17][C:18]([S:19]([NH2:22])(=[O:21])=[O:20])=[C:14]2[N:13]=[CH:12][C:11]=1[C:23]([N:25]1[CH2:30][CH2:29][C:28]2([C:38]3[C:33](=[CH:34][CH:35]=[CH:36][CH:37]=3)[CH2:32][O:31]2)[CH2:27][CH2:26]1)=[O:24].[C:39](O)(=[O:42])[CH2:40][CH3:41]. (5) Given the product [Cl:1][C:2]1[CH:33]=[CH:32][C:5]2[NH:6][C:7]([CH:9]([NH:15][C:16](=[O:31])[C:17]3[CH:22]=[CH:21][C:20]([C:23]([N:25]4[CH2:29][CH2:28][CH2:27][CH2:26]4)=[O:24])=[C:19]([CH3:30])[CH:18]=3)[CH2:10][CH2:11][C:12]([NH:42][CH2:43][CH3:44])=[O:13])=[N:8][C:4]=2[CH:3]=1, predict the reactants needed to synthesize it. The reactants are: [Cl:1][C:2]1[CH:33]=[CH:32][C:5]2[NH:6][C:7]([CH:9]([NH:15][C:16](=[O:31])[C:17]3[CH:22]=[CH:21][C:20]([C:23]([N:25]4[CH2:29][CH2:28][CH2:27][CH2:26]4)=[O:24])=[C:19]([CH3:30])[CH:18]=3)[CH2:10][CH2:11][C:12](O)=[O:13])=[N:8][C:4]=2[CH:3]=1.CN(C(O[N:42]1N=N[C:44]2C=CC=C[C:43]1=2)=[N+](C)C)C.[B-](F)(F)(F)F.C(N(C(C)C)CC)(C)C.C(N)C.ClCl.